From a dataset of Full USPTO retrosynthesis dataset with 1.9M reactions from patents (1976-2016). Predict the reactants needed to synthesize the given product. (1) Given the product [Cl:1][C:2]1[CH:3]=[C:4]([CH:11]=[O:12])[C:5]([OH:10])=[C:6]([CH:8]=[O:9])[CH:7]=1, predict the reactants needed to synthesize it. The reactants are: [Cl:1][C:2]1[CH:7]=[C:6]([CH2:8][OH:9])[C:5]([OH:10])=[C:4]([CH2:11][OH:12])[CH:3]=1. (2) Given the product [CH:27]1([CH2:32][NH:1][CH:2]2[CH2:3][N:4]([C:6]([C:8]3[CH:9]=[C:10]([CH:23]=[CH:24][C:25]=3[F:26])[CH2:11][C:12]3[C:21]4[C:16](=[CH:17][CH:18]=[CH:19][CH:20]=4)[C:15](=[O:22])[NH:14][N:13]=3)=[O:7])[CH2:5]2)[CH2:31][CH2:30][CH2:29][CH2:28]1, predict the reactants needed to synthesize it. The reactants are: [NH2:1][CH:2]1[CH2:5][N:4]([C:6]([C:8]2[CH:9]=[C:10]([CH:23]=[CH:24][C:25]=2[F:26])[CH2:11][C:12]2[C:21]3[C:16](=[CH:17][CH:18]=[CH:19][CH:20]=3)[C:15](=[O:22])[NH:14][N:13]=2)=[O:7])[CH2:3]1.[CH:27]1([CH:32]=O)[CH2:31][CH2:30][CH2:29][CH2:28]1.C(O[BH-](OC(=O)C)OC(=O)C)(=O)C.[Na+]. (3) Given the product [CH:24]([N:27]([CH2:16][CH2:15][CH:14]([C:8]1[CH:9]=[C:10]([CH3:13])[CH:11]=[CH:12][C:7]=1[O:6][S:3]([CH2:1][CH3:2])(=[O:5])=[O:4])[C:18]1[CH:23]=[CH:22][CH:21]=[CH:20][CH:19]=1)[CH:28]([CH3:30])[CH3:29])([CH3:26])[CH3:25], predict the reactants needed to synthesize it. The reactants are: [CH2:1]([S:3]([O:6][C:7]1[CH:12]=[CH:11][C:10]([CH3:13])=[CH:9][C:8]=1[CH:14]([C:18]1[CH:23]=[CH:22][CH:21]=[CH:20][CH:19]=1)[CH2:15][CH2:16]I)(=[O:5])=[O:4])[CH3:2].[CH:24]([NH:27][CH:28]([CH3:30])[CH3:29])([CH3:26])[CH3:25]. (4) Given the product [ClH:28].[F:11][C:8]1[CH:9]=[CH:10][C:5]([CH2:4][NH:3][O:2][CH3:1])=[C:6]([S:12][CH3:13])[CH:7]=1, predict the reactants needed to synthesize it. The reactants are: [CH3:1][O:2][N:3]=[CH:4][C:5]1[CH:10]=[CH:9][C:8]([F:11])=[CH:7][C:6]=1[S:12][CH3:13].FC(F)(F)C(O)=O.C([SiH](CC)CC)C.[ClH:28].CCOCC.